From a dataset of Reaction yield outcomes from USPTO patents with 853,638 reactions. Predict the reaction yield, written as a fraction of the theoretical maximum amount of product (1.0 means a 100% yield; for example, 0.34 means a 34% yield). (1) The reactants are I[C:2]1[C:10]2[S:9][C:8]([NH:11][C:12]([C:14]3[S:15][C:16]([CH3:19])=[CH:17][CH:18]=3)=[O:13])=[N:7][C:6]=2[C:5]([O:20][CH3:21])=[CH:4][CH:3]=1.[CH3:22][N:23]([CH3:33])[C:24]1[CH:25]=[C:26](B(O)O)[CH:27]=[CH:28][CH:29]=1. No catalyst specified. The product is [CH3:22][N:23]([CH3:33])[C:24]1[CH:29]=[C:28]([C:2]2[C:10]3[S:9][C:8]([NH:11][C:12]([C:14]4[S:15][C:16]([CH3:19])=[CH:17][CH:18]=4)=[O:13])=[N:7][C:6]=3[C:5]([O:20][CH3:21])=[CH:4][CH:3]=2)[CH:27]=[CH:26][CH:25]=1. The yield is 0.710. (2) The reactants are [In].[Cl-].[In+3].[Cl-].[Cl-].[Cl-].[Li+].C(N(C)C)CCC.C(O[CH2:19][CH:20]=[CH:21][CH2:22][CH2:23][C:24]1[CH:29]=[CH:28][CH:27]=[CH:26][C:25]=1I)(=O)C. The catalyst is CN(C=O)C.C1C=CC([P]([Pd]([P](C2C=CC=CC=2)(C2C=CC=CC=2)C2C=CC=CC=2)([P](C2C=CC=CC=2)(C2C=CC=CC=2)C2C=CC=CC=2)[P](C2C=CC=CC=2)(C2C=CC=CC=2)C2C=CC=CC=2)(C2C=CC=CC=2)C2C=CC=CC=2)=CC=1. The product is [CH:20]([CH:21]1[C:25]2[C:24](=[CH:29][CH:28]=[CH:27][CH:26]=2)[CH2:23][CH2:22]1)=[CH2:19]. The yield is 0.700.